Task: Predict which catalyst facilitates the given reaction.. Dataset: Catalyst prediction with 721,799 reactions and 888 catalyst types from USPTO Reactant: Br[C:2]1[CH:3]=[C:4]2[C:8](=[CH:9][CH:10]=1)[CH2:7][C@H:6]([CH2:11][OH:12])[CH2:5]2.[CH3:13][N:14](C=O)C. Product: [C:13]([C:2]1[CH:3]=[C:4]2[C:8](=[CH:9][CH:10]=1)[CH2:7][C@H:6]([CH2:11][OH:12])[CH2:5]2)#[N:14]. The catalyst class is: 507.